This data is from Reaction yield outcomes from USPTO patents with 853,638 reactions. The task is: Predict the reaction yield, written as a fraction of the theoretical maximum amount of product (1.0 means a 100% yield; for example, 0.34 means a 34% yield). (1) No catalyst specified. The product is [C:25]([O:1][NH:2][C:3]([C:5]1[O:9][C:8]([C:10]2[O:11][C:12]([C:15]3[CH:20]=[CH:19][C:18]([C:21](=[NH:24])[NH:22][O:23][C:32](=[O:34])[CH3:33])=[CH:17][CH:16]=3)=[CH:13][CH:14]=2)=[CH:7][CH:6]=1)=[NH:4])(=[O:27])[CH3:26]. The reactants are [OH:1][NH:2][C:3]([C:5]1[O:9][C:8]([C:10]2[O:11][C:12]([C:15]3[CH:20]=[CH:19][C:18]([C:21](=[NH:24])[NH:22][OH:23])=[CH:17][CH:16]=3)=[CH:13][CH:14]=2)=[CH:7][CH:6]=1)=[NH:4].[C:25](OC(=O)C)(=[O:27])[CH3:26].[C:32](O)(=[O:34])[CH3:33]. The yield is 0.890. (2) The reactants are [CH2:1]([O:8][CH2:9][CH2:10][C@H:11]([NH:32]C(=O)OC(C)(C)C)[C:12]1[N:17]([C:18]2[CH:23]=[C:22]([F:24])[CH:21]=[C:20]([F:25])[CH:19]=2)[C:16](=[O:26])[C:15]2=[C:27]([C:30]#[N:31])[CH:28]=[CH:29][N:14]2[N:13]=1)[C:2]1[CH:7]=[CH:6][CH:5]=[CH:4][CH:3]=1.Cl.O1CCOCC1. No catalyst specified. The product is [NH2:32][C@H:11]([C:12]1[N:17]([C:18]2[CH:19]=[C:20]([F:25])[CH:21]=[C:22]([F:24])[CH:23]=2)[C:16](=[O:26])[C:15]2=[C:27]([C:30]#[N:31])[CH:28]=[CH:29][N:14]2[N:13]=1)[CH2:10][CH2:9][O:8][CH2:1][C:2]1[CH:3]=[CH:4][CH:5]=[CH:6][CH:7]=1. The yield is 0.920.